The task is: Predict the product of the given reaction.. This data is from Forward reaction prediction with 1.9M reactions from USPTO patents (1976-2016). (1) Given the reactants [Si]([O:8][C:9]1[CH:10]=[C:11]2[C:16](=[CH:17][CH:18]=1)[CH:15]=[C:14]([C:19]#[C:20][CH2:21][CH2:22][NH:23][C:24](=[O:33])[O:25][CH2:26][C:27]1[CH:32]=[CH:31][CH:30]=[CH:29][CH:28]=1)[CH:13]=[CH:12]2)(C(C)(C)C)(C)C.[F-].C([N+](CCCC)(CCCC)CCCC)CCC, predict the reaction product. The product is: [OH:8][C:9]1[CH:10]=[C:11]2[C:16](=[CH:17][CH:18]=1)[CH:15]=[C:14]([C:19]#[C:20][CH2:21][CH2:22][NH:23][C:24](=[O:33])[O:25][CH2:26][C:27]1[CH:28]=[CH:29][CH:30]=[CH:31][CH:32]=1)[CH:13]=[CH:12]2. (2) Given the reactants CS(O[CH:6]1[CH2:9][N:8]([CH:10]([C:17]2[CH:22]=[CH:21][CH:20]=[CH:19][CH:18]=2)[C:11]2[CH:16]=[CH:15][CH:14]=[CH:13][CH:12]=2)[CH2:7]1)(=O)=O.[CH2:23]([C:25]1[C:29]([N+:30]([O-:32])=[O:31])=[C:28]([C:33]([NH2:35])=[O:34])[NH:27][N:26]=1)[CH3:24].C(=O)([O-])[O-].[Cs+].[Cs+], predict the reaction product. The product is: [CH:10]([N:8]1[CH2:9][CH:6]([N:26]2[C:25]([CH2:23][CH3:24])=[C:29]([N+:30]([O-:32])=[O:31])[C:28]([C:33]([NH2:35])=[O:34])=[N:27]2)[CH2:7]1)([C:17]1[CH:22]=[CH:21][CH:20]=[CH:19][CH:18]=1)[C:11]1[CH:16]=[CH:15][CH:14]=[CH:13][CH:12]=1.